Dataset: Reaction yield outcomes from USPTO patents with 853,638 reactions. Task: Predict the reaction yield, written as a fraction of the theoretical maximum amount of product (1.0 means a 100% yield; for example, 0.34 means a 34% yield). (1) The reactants are C[Si](C)(C)[C:3]1[S:4][CH:5]=[CH:6][N:7]=1.[Li]CCCC.[F:15][C:16]1[CH:23]=[CH:22][C:19]([CH:20]=[O:21])=[CH:18][CH:17]=1.[Cl-].[NH4+]. The catalyst is C1COCC1.CCOC(C)=O. The product is [F:15][C:16]1[CH:23]=[CH:22][C:19]([CH:20]([C:5]2[S:4][CH:3]=[N:7][CH:6]=2)[OH:21])=[CH:18][CH:17]=1. The yield is 0.500. (2) The reactants are [C:1]([O:5][C:6](=[O:22])[N:7]([CH2:12][C:13]1[CH:18]=[CH:17][C:16]([Cl:19])=[C:15]([CH2:20][OH:21])[CH:14]=1)[CH2:8][CH:9]([F:11])[F:10])([CH3:4])([CH3:3])[CH3:2]. The catalyst is CC#N.O=[Mn]=O. The product is [C:1]([O:5][C:6](=[O:22])[N:7]([CH2:12][C:13]1[CH:18]=[CH:17][C:16]([Cl:19])=[C:15]([CH:20]=[O:21])[CH:14]=1)[CH2:8][CH:9]([F:11])[F:10])([CH3:4])([CH3:2])[CH3:3]. The yield is 1.00. (3) The reactants are [Br:1][C:2]1[N:6]2[CH:7]=[C:8]([I:15])[CH:9]=[C:10]([C:11]([F:14])([F:13])[F:12])[C:5]2=[N:4][C:3]=1[C:16]([OH:18])=O.[NH:19]1[CH2:24][CH2:23][CH:22]([N:25]2[C:29](=[O:30])[CH2:28][O:27][C:26]2=[O:31])[CH2:21][CH2:20]1.C(N(CC)C(C)C)(C)C.CN(C(ON1N=NC2C=CC=NC1=2)=[N+](C)C)C.F[P-](F)(F)(F)(F)F. The catalyst is CN(C=O)C.CCOC(C)=O. The product is [Br:1][C:2]1[N:6]2[CH:7]=[C:8]([I:15])[CH:9]=[C:10]([C:11]([F:12])([F:13])[F:14])[C:5]2=[N:4][C:3]=1[C:16]([N:19]1[CH2:20][CH2:21][CH:22]([N:25]2[C:29](=[O:30])[CH2:28][O:27][C:26]2=[O:31])[CH2:23][CH2:24]1)=[O:18]. The yield is 0.900.